This data is from Merck oncology drug combination screen with 23,052 pairs across 39 cell lines. The task is: Regression. Given two drug SMILES strings and cell line genomic features, predict the synergy score measuring deviation from expected non-interaction effect. (1) Drug 1: N#Cc1ccc(Cn2cncc2CN2CCN(c3cccc(Cl)c3)C(=O)C2)cc1. Drug 2: CCc1c2c(nc3ccc(O)cc13)-c1cc3c(c(=O)n1C2)COC(=O)C3(O)CC. Cell line: SKMES1. Synergy scores: synergy=12.3. (2) Drug 1: CCC1(O)CC2CN(CCc3c([nH]c4ccccc34)C(C(=O)OC)(c3cc4c(cc3OC)N(C)C3C(O)(C(=O)OC)C(OC(C)=O)C5(CC)C=CCN6CCC43C65)C2)C1. Drug 2: Cc1nc(Nc2ncc(C(=O)Nc3c(C)cccc3Cl)s2)cc(N2CCN(CCO)CC2)n1. Cell line: RKO. Synergy scores: synergy=-4.56. (3) Drug 1: CN(Cc1cnc2nc(N)nc(N)c2n1)c1ccc(C(=O)NC(CCC(=O)O)C(=O)O)cc1. Drug 2: NC1(c2ccc(-c3nc4ccn5c(=O)[nH]nc5c4cc3-c3ccccc3)cc2)CCC1. Cell line: OVCAR3. Synergy scores: synergy=-37.9. (4) Drug 2: Cn1cc(-c2cnn3c(N)c(Br)c(C4CCCNC4)nc23)cn1. Cell line: KPL1. Drug 1: CN(C)C(=N)N=C(N)N. Synergy scores: synergy=-11.6. (5) Drug 1: CCN(CC)CCNC(=O)c1c(C)[nH]c(C=C2C(=O)Nc3ccc(F)cc32)c1C. Drug 2: NC(=O)c1cccc2cn(-c3ccc(C4CCCNC4)cc3)nc12. Cell line: LOVO. Synergy scores: synergy=5.03. (6) Drug 1: CCN(CC)CCNC(=O)c1c(C)[nH]c(C=C2C(=O)Nc3ccc(F)cc32)c1C. Drug 2: CC1(c2nc3c(C(N)=O)cccc3[nH]2)CCCN1. Cell line: ZR751. Synergy scores: synergy=-1.39.